Task: Predict the product of the given reaction.. Dataset: Forward reaction prediction with 1.9M reactions from USPTO patents (1976-2016) (1) Given the reactants [Br:1][C:2]1[C:7]([CH3:8])=[CH:6][C:5]([OH:9])=[CH:4][C:3]=1[CH3:10].[C:11]([O:15][C:16]([N:18]1[CH2:23][CH2:22][CH:21]([C@H:24]([CH3:32])[CH2:25][CH2:26]OS(C)(=O)=O)[CH2:20][CH2:19]1)=[O:17])([CH3:14])([CH3:13])[CH3:12], predict the reaction product. The product is: [C:11]([O:15][C:16]([N:18]1[CH2:23][CH2:22][CH:21]([C@H:24]([CH3:32])[CH2:25][CH2:26][O:9][C:5]2[CH:6]=[C:7]([CH3:8])[C:2]([Br:1])=[C:3]([CH3:10])[CH:4]=2)[CH2:20][CH2:19]1)=[O:17])([CH3:14])([CH3:13])[CH3:12]. (2) Given the reactants [C:1]([O:5][C:6](=[O:19])[CH2:7][C@H:8]1[CH2:13][C@@H:12]([CH2:14][CH2:15][NH2:16])[O:11][C:10]([CH3:18])([CH3:17])[O:9]1)([CH3:4])([CH3:3])[CH3:2].[CH2:20]([O:27][C:28](=[O:41])[CH:29](OS(C(F)(F)F)(=O)=O)[CH:30]([CH3:32])[CH3:31])[C:21]1[CH:26]=[CH:25][CH:24]=[CH:23][CH:22]=1, predict the reaction product. The product is: [CH2:20]([O:27][C:28](=[O:41])[CH:29]([NH:16][CH2:15][CH2:14][C@@H:12]1[CH2:13][C@H:8]([CH2:7][C:6]([O:5][C:1]([CH3:3])([CH3:2])[CH3:4])=[O:19])[O:9][C:10]([CH3:18])([CH3:17])[O:11]1)[CH:30]([CH3:31])[CH3:32])[C:21]1[CH:26]=[CH:25][CH:24]=[CH:23][CH:22]=1. (3) Given the reactants [F:1][C:2]1[CH:7]=[CH:6][C:5]([S:8]([NH:11][CH3:12])(=[O:10])=[O:9])=[CH:4][C:3]=1[N+:13]([O-])=O, predict the reaction product. The product is: [NH2:13][C:3]1[CH:4]=[C:5]([S:8]([NH:11][CH3:12])(=[O:9])=[O:10])[CH:6]=[CH:7][C:2]=1[F:1]. (4) Given the reactants [Si:1]([O:18][CH2:19][C@@H:20]1[N:24]([C:25]([O:27][C:28]([CH3:31])([CH3:30])[CH3:29])=[O:26])[C:23](=O)[CH:22]([CH2:33][Sn](C)(C)C)[CH2:21]1)([C:14]([CH3:17])([CH3:16])[CH3:15])([C:8]1[CH:13]=[CH:12][CH:11]=[CH:10][CH:9]=1)[C:2]1[CH:7]=[CH:6][CH:5]=[CH:4][CH:3]=1.C(O)(C(F)(F)F)=O.C([O-])([O-])=O.[K+].[K+], predict the reaction product. The product is: [Si:1]([O:18][CH2:19][CH:20]1[CH2:21][CH:22]2[CH:23]([CH2:33]2)[N:24]1[C:25]([O:27][C:28]([CH3:30])([CH3:29])[CH3:31])=[O:26])([C:14]([CH3:15])([CH3:17])[CH3:16])([C:2]1[CH:7]=[CH:6][CH:5]=[CH:4][CH:3]=1)[C:8]1[CH:13]=[CH:12][CH:11]=[CH:10][CH:9]=1. (5) Given the reactants Cl[C:2]1[N:7]=[C:6]([C:8]2[CH:13]=[CH:12][C:11]([Cl:14])=[C:10]([Cl:15])[CH:9]=2)[CH:5]=[C:4]([CH3:16])[N:3]=1.[Cl:17][C:18]1[CH:23]=[C:22](B(O)O)[CH:21]=[CH:20][N:19]=1, predict the reaction product. The product is: [Cl:17][C:18]1[CH:23]=[C:22]([C:2]2[N:7]=[C:6]([C:8]3[CH:13]=[CH:12][C:11]([Cl:14])=[C:10]([Cl:15])[CH:9]=3)[CH:5]=[C:4]([CH3:16])[N:3]=2)[CH:21]=[CH:20][N:19]=1. (6) Given the reactants Cl.[CH3:2][C:3]1[CH:8]=[C:7](B(O)O)[CH:6]=[CH:5][N:4]=1.Br[C:13]1[C:21]2[C:16](=[CH:17][C:18]([C:22]3[CH:23]=[C:24]([CH:30]=[C:31]([F:34])[C:32]=3[CH3:33])[C:25]([NH:27][CH2:28][CH3:29])=[O:26])=[CH:19][CH:20]=2)[NH:15][N:14]=1.[C:35](=O)([O-:37])[OH:36].[Na+], predict the reaction product. The product is: [CH:35]([OH:37])=[O:36].[CH2:28]([NH:27][C:25](=[O:26])[C:24]1[CH:23]=[C:22]([C:18]2[CH:17]=[C:16]3[C:21]([C:13]([C:7]4[CH:6]=[CH:5][N:4]=[C:3]([CH3:2])[CH:8]=4)=[N:14][NH:15]3)=[CH:20][CH:19]=2)[C:32]([CH3:33])=[C:31]([F:34])[CH:30]=1)[CH3:29]. (7) Given the reactants C([O:3][C:4]([C:6]1[N:7]=[CH:8][N:9]([C:11]2[CH:12]=[C:13]([C:17]3[C:22]([F:23])=[CH:21][CH:20]=[CH:19][C:18]=3[O:24][CH3:25])[CH:14]=[CH:15][CH:16]=2)[CH:10]=1)=[O:5])C.[OH-].[K+], predict the reaction product. The product is: [F:23][C:22]1[C:17]([C:13]2[CH:14]=[CH:15][CH:16]=[C:11]([N:9]3[CH:10]=[C:6]([C:4]([OH:5])=[O:3])[N:7]=[CH:8]3)[CH:12]=2)=[C:18]([O:24][CH3:25])[CH:19]=[CH:20][CH:21]=1. (8) The product is: [CH2:14]([C@@H:10]1[O:9][C:8](=[O:16])[CH2:7][C@H:6]2[C@H:17]3[C@@H:25]([CH:26]=[C:5]2[C:4](=[O:41])[C@H:3]([CH3:42])[CH:2]([NH:1][C:92]([C:89]2[CH:90]=[CH:91][N:86]=[CH:87][N:88]=2)=[O:93])[CH2:13][CH2:12][CH2:11]1)[C@H:24]1[C@@H:20]([CH2:21][C@@H:22]([O:27][C@H:28]2[C@H:33]([O:34][CH3:35])[CH:32]([O:36][CH3:37])[C@@H:31]([O:38][CH3:39])[C@H:30]([CH3:40])[O:29]2)[CH2:23]1)[CH:19]=[CH:18]3)[CH3:15]. Given the reactants [NH2:1][CH:2]1[CH2:13][CH2:12][CH2:11][C@H:10]([CH2:14][CH3:15])[O:9][C:8](=[O:16])[CH2:7][C@H:6]2[C@H:17]3[C@@H:25]([CH:26]=[C:5]2[C:4](=[O:41])[C@@H:3]1[CH3:42])[C@H:24]1[C@@H:20]([CH2:21][C@@H:22]([O:27][C@H:28]2[C@H:33]([O:34][CH3:35])[CH:32]([O:36][CH3:37])[C@@H:31]([O:38][CH3:39])[C@H:30]([CH3:40])[O:29]2)[CH2:23]1)[CH:19]=[CH:18]3.NC1CCC[C@H](CC)OC(=O)C[C@H]2[C@H]3[C@@H](C=C2C(=O)[C@@H]1C)[C@H]1[C@@H](C[C@@H](O[C@H]2[C@H](OC)C(OC)[C@@H](OC)[C@H](C)O2)C1)C(C)=C3.[N:86]1[CH:91]=[CH:90][C:89]([C:92](O)=[O:93])=[N:88][CH:87]=1.CN(C(ON1N=NC2C=CC=NC1=2)=[N+](C)C)C.F[P-](F)(F)(F)(F)F.CCN(C(C)C)C(C)C, predict the reaction product. (9) Given the reactants [NH2:1][C:2]1[C:3]([CH:10]2[CH2:14][CH2:13][CH2:12][CH2:11]2)=[N:4][O:5][C:6]=1[C:7]([NH2:9])=[O:8].[CH3:15][O:16][C:17]1[CH:22]=[CH:21][C:20]([CH2:23][C:24](Cl)=[O:25])=[CH:19][CH:18]=1, predict the reaction product. The product is: [CH:10]1([C:3]2[C:2]([NH:1][C:24](=[O:25])[CH2:23][C:20]3[CH:21]=[CH:22][C:17]([O:16][CH3:15])=[CH:18][CH:19]=3)=[C:6]([C:7]([NH2:9])=[O:8])[O:5][N:4]=2)[CH2:11][CH2:12][CH2:13][CH2:14]1.